From a dataset of Cav3 T-type calcium channel HTS with 100,875 compounds. Binary Classification. Given a drug SMILES string, predict its activity (active/inactive) in a high-throughput screening assay against a specified biological target. (1) The drug is Brc1c(=O)n(CCc2ccc(O)cc2)cc(c1)C(OC)=O. The result is 0 (inactive). (2) The molecule is FC(F)(F)C1(N=C(OC(=N1)c1cccnc1)N1CCOCC1)C(OCC)=O. The result is 0 (inactive). (3) The compound is Clc1ccc(C2N(CCCn3ccnc3)C(=O)C(O)=C2C(=O)c2sc(nc2C)C)cc1. The result is 0 (inactive). (4) The result is 0 (inactive). The molecule is O1C2(OCC1)C1(C(C3C(C4(C(CC3)CC(O)CC4)C)C2)CCC1C(O)C)C. (5) The compound is OC1=C(C(N(Cc2ccncc2)C1=O)c1cc(OCC)ccc1)C(=O)c1occc1. The result is 0 (inactive). (6) The drug is O(Cc1n(c2c(n1)cccc2)Cc1ccccc1)C. The result is 0 (inactive).